This data is from Full USPTO retrosynthesis dataset with 1.9M reactions from patents (1976-2016). The task is: Predict the reactants needed to synthesize the given product. (1) Given the product [C:12]([O:11][C:9]([N:38]1[CH2:39][CH2:40][O:41][CH:36]([CH:29]([C:30]2[CH:31]=[CH:32][CH:33]=[CH:34][CH:35]=2)[CH2:28][C:23]2[CH:24]=[CH:25][CH:26]=[CH:27][C:22]=2[O:21][Si:20]([C:16]([CH3:19])([CH3:18])[CH3:17])([CH3:42])[CH3:43])[CH2:37]1)=[O:10])([CH3:13])([CH3:14])[CH3:15], predict the reactants needed to synthesize it. The reactants are: [CH3:13][C:12]([O:11][C:9](O[C:9]([O:11][C:12]([CH3:15])([CH3:14])[CH3:13])=[O:10])=[O:10])([CH3:15])[CH3:14].[C:16]([Si:20]([CH3:43])([CH3:42])[O:21][C:22]1[CH:27]=[CH:26][CH:25]=[CH:24][C:23]=1[CH2:28][CH:29]([CH:36]1[O:41][CH2:40][CH2:39][NH:38][CH2:37]1)[C:30]1[CH:35]=[CH:34][CH:33]=[CH:32][CH:31]=1)([CH3:19])([CH3:18])[CH3:17].CCN(CC)CC. (2) The reactants are: [N:1]([CH:4]1[CH:9]([OH:10])[CH2:8][CH2:7][CH:6]([C:11]([O:13][CH2:14][CH3:15])=[O:12])[CH2:5]1)=[N+]=[N-].[C:16]([O:20][C:21](O[C:21]([O:20][C:16]([CH3:19])([CH3:18])[CH3:17])=[O:22])=[O:22])([CH3:19])([CH3:18])[CH3:17].[H][H]. Given the product [C:16]([O:20][C:21]([NH:1][CH:4]1[CH:9]([OH:10])[CH2:8][CH2:7][CH:6]([C:11]([O:13][CH2:14][CH3:15])=[O:12])[CH2:5]1)=[O:22])([CH3:19])([CH3:18])[CH3:17], predict the reactants needed to synthesize it. (3) The reactants are: [F:1][C:2]1[CH:3]=[C:4]([C:11]([O:13][CH3:14])=[O:12])[C:5]2[CH:6]=[N:7][NH:8][C:9]=2[CH:10]=1.[H-].[Na+].I[CH:18]([CH3:20])[CH3:19]. Given the product [F:1][C:2]1[CH:3]=[C:4]([C:11]([O:13][CH3:14])=[O:12])[C:5]2[CH:6]=[N:7][N:8]([CH:18]([CH3:20])[CH3:19])[C:9]=2[CH:10]=1, predict the reactants needed to synthesize it. (4) Given the product [C:1]([NH:5][C:6]([C:8]1[C:16]2[C:11](=[N:12][CH:13]=[C:14]([C:17]3[C:21]4=[N:22][CH:23]=[CH:24][CH:25]=[C:20]4[N:19]([CH3:26])[N:18]=3)[N:15]=2)[NH:10][CH:9]=1)=[O:7])([CH3:4])([CH3:3])[CH3:2], predict the reactants needed to synthesize it. The reactants are: [C:1]([NH:5][C:6]([C:8]1[C:16]2[C:11](=[N:12][CH:13]=[C:14]([C:17]3[C:21]4=[N:22][CH:23]=[CH:24][CH:25]=[C:20]4[N:19]([CH3:26])[N:18]=3)[N:15]=2)[N:10](COCC[Si](C)(C)C)[CH:9]=1)=[O:7])([CH3:4])([CH3:3])[CH3:2].FC(F)(F)C(O)=O.C(N)CN.